Dataset: Forward reaction prediction with 1.9M reactions from USPTO patents (1976-2016). Task: Predict the product of the given reaction. (1) Given the reactants [CH:1]([NH:4][C:5]([C:7]1[CH:11]=[C:10]([C:12]2[CH:13]=[CH:14][C:15]3[CH:16]=[CH:17][C:18]4[C:23]([C:24]=3[CH:25]=2)=[CH:22][CH:21]=[CH:20][CH:19]=4)[N:9]([C:26]2[CH:31]=[CH:30][C:29]([NH:32][C:33](=[O:43])[CH2:34][NH:35]C(=O)OC(C)(C)C)=[CH:28][CH:27]=2)[N:8]=1)=[O:6])([CH3:3])[CH3:2].C(=O)([O-])[O-].[Na+].[Na+], predict the reaction product. The product is: [NH2:35][CH2:34][C:33]([NH:32][C:29]1[CH:30]=[CH:31][C:26]([N:9]2[C:10]([C:12]3[CH:13]=[CH:14][C:15]4[CH:16]=[CH:17][C:18]5[C:23]([C:24]=4[CH:25]=3)=[CH:22][CH:21]=[CH:20][CH:19]=5)=[CH:11][C:7]([C:5]([NH:4][CH:1]([CH3:3])[CH3:2])=[O:6])=[N:8]2)=[CH:27][CH:28]=1)=[O:43]. (2) Given the reactants CC([O:5][C:6]([CH:8]1[C:13]([CH3:15])([CH3:14])[S:12][CH2:11][CH2:10][N:9]1[S:16]([C:19]1[CH:20]=[C:21]2[C:25](=[CH:26][CH:27]=1)[C:24]1[CH2:28][CH2:29][CH2:30][CH2:31][CH2:32][CH2:33][C:23]=1[O:22]2)(=[O:18])=[O:17])=[O:7])(C)C, predict the reaction product. The product is: [CH:20]1[C:19]([S:16]([N:9]2[CH2:10][CH2:11][S:12][C:13]([CH3:15])([CH3:14])[CH:8]2[C:6]([OH:7])=[O:5])(=[O:18])=[O:17])=[CH:27][CH:26]=[C:25]2[C:21]=1[O:22][C:23]1[CH2:33][CH2:32][CH2:31][CH2:30][CH2:29][CH2:28][C:24]=12. (3) Given the reactants [CH:1]([NH:3][NH:4][C:5](=O)[C:6]1[CH:11]=[CH:10][CH:9]=[CH:8][C:7]=1[N+:12]([O-:14])=[O:13])=O.P12(SP3(SP(SP(S3)(S1)=S)(=S)S2)=S)=[S:17].C1(C)C=CC=CC=1, predict the reaction product. The product is: [N+:12]([C:7]1[CH:8]=[CH:9][CH:10]=[CH:11][C:6]=1[C:5]1[S:17][CH:1]=[N:3][N:4]=1)([O-:14])=[O:13]. (4) Given the reactants [F:1][C:2]([F:16])([O:6][C:7]1[CH:12]=[CH:11][C:10]([C:13](=O)[CH3:14])=[CH:9][CH:8]=1)[CH:3]([F:5])[F:4].[CH3:17][C:18]([S@:21]([NH2:23])=[O:22])([CH3:20])[CH3:19], predict the reaction product. The product is: [CH3:17][C:18]([S@:21]([NH:23][CH:13]([C:10]1[CH:11]=[CH:12][C:7]([O:6][C:2]([F:16])([F:1])[CH:3]([F:5])[F:4])=[CH:8][CH:9]=1)[CH3:14])=[O:22])([CH3:20])[CH3:19].